Dataset: Forward reaction prediction with 1.9M reactions from USPTO patents (1976-2016). Task: Predict the product of the given reaction. (1) The product is: [CH3:19][N:14]([CH2:13][C:12]1[CH:20]=[CH:21][CH:22]=[CH:23][C:11]=1[NH:10][C:6]1[C:5]2[N:4]([N:3]=[C:2]([NH:35][C:34]3[CH:36]=[CH:37][CH:38]=[C:32]([N:29]4[CH2:28][CH2:27][N:26]([CH3:25])[CH2:31][CH2:30]4)[CH:33]=3)[N:24]=2)[CH:9]=[CH:8][CH:7]=1)[S:15]([CH3:18])(=[O:17])=[O:16]. Given the reactants Cl[C:2]1[N:24]=[C:5]2[C:6]([NH:10][C:11]3[CH:23]=[CH:22][CH:21]=[CH:20][C:12]=3[CH2:13][N:14]([CH3:19])[S:15]([CH3:18])(=[O:17])=[O:16])=[CH:7][CH:8]=[CH:9][N:4]2[N:3]=1.[CH3:25][N:26]1[CH2:31][CH2:30][N:29]([C:32]2[CH:33]=[C:34]([CH:36]=[CH:37][CH:38]=2)[NH2:35])[CH2:28][CH2:27]1.C1(P(C2CCCCC2)C2C=CC=CC=2C2C=CC=CC=2P(C2CCCCC2)C2CCCCC2)CCCCC1, predict the reaction product. (2) Given the reactants [NH2:1][C:2]([C:23]#[N:24])([CH3:22])[CH2:3][O:4][C:5]1[CH:6]=[C:7]([CH:10]=[CH:11][C:12]=1[O:13][C:14]1[CH:19]=[CH:18][C:17]([Cl:20])=[CH:16][C:15]=1[Cl:21])[C:8]#[N:9].C(N(C(C)C)C(C)C)C.[F:34][C:35]([F:47])([F:46])[O:36][C:37]1[CH:45]=[CH:44][C:40]([C:41](Cl)=[O:42])=[CH:39][CH:38]=1, predict the reaction product. The product is: [C:23]([C:2]([NH:1][C:41](=[O:42])[C:40]1[CH:44]=[CH:45][C:37]([O:36][C:35]([F:34])([F:46])[F:47])=[CH:38][CH:39]=1)([CH3:22])[CH2:3][O:4][C:5]1[CH:6]=[C:7]([C:8]#[N:9])[CH:10]=[CH:11][C:12]=1[O:13][C:14]1[CH:19]=[CH:18][C:17]([Cl:20])=[CH:16][C:15]=1[Cl:21])#[N:24].